This data is from Forward reaction prediction with 1.9M reactions from USPTO patents (1976-2016). The task is: Predict the product of the given reaction. (1) The product is: [F:1][C:2]1([CH2:12][CH2:13][CH:14]2[C:22]3[C:17](=[CH:18][CH:19]=[CH:20][CH:21]=3)[C:16]3=[CH:23][N:24]=[CH:25][N:15]23)[CH2:7][CH2:6][CH:5]([CH2:8][OH:9])[CH2:4][CH2:3]1. Given the reactants [F:1][C:2]1([CH2:12][CH2:13][CH:14]2[C:22]3[C:17](=[CH:18][CH:19]=[CH:20][CH:21]=3)[C:16]3=[CH:23][N:24]=[CH:25][N:15]23)[CH2:7][CH2:6][CH:5]([C:8](OC)=[O:9])[CH2:4][CH2:3]1.[H-].[H-].[H-].[H-].[Li+].[Al+3].CC(O)C, predict the reaction product. (2) Given the reactants [Cl:1][C:2]1[CH:7]=[CH:6][C:5]([Mg]Br)=[CH:4][CH:3]=1.[Si:10]([O:27][CH2:28][C@H:29]1[CH2:34][O:33][CH2:32][C:31](=[O:35])[N:30]1[C:36]([O:38][C:39]([CH3:42])([CH3:41])[CH3:40])=[O:37])([C:23]([CH3:26])([CH3:25])[CH3:24])([C:17]1[CH:22]=[CH:21][CH:20]=[CH:19][CH:18]=1)[C:11]1[CH:16]=[CH:15][CH:14]=[CH:13][CH:12]=1.[Cl-].[NH4+].C(OCC)(=O)C, predict the reaction product. The product is: [Si:10]([O:27][CH2:28][C@H:29]([NH:30][C:36](=[O:37])[O:38][C:39]([CH3:42])([CH3:41])[CH3:40])[CH2:34][O:33][CH2:32][C:31]([C:5]1[CH:6]=[CH:7][C:2]([Cl:1])=[CH:3][CH:4]=1)=[O:35])([C:23]([CH3:26])([CH3:25])[CH3:24])([C:11]1[CH:16]=[CH:15][CH:14]=[CH:13][CH:12]=1)[C:17]1[CH:22]=[CH:21][CH:20]=[CH:19][CH:18]=1. (3) The product is: [Cl:29][C:30]1[CH:31]=[C:32]([C:37]2[CH:38]=[C:39]([C:50]([N:22]3[CH2:27][CH2:26][C@@H:10]([OH:11])[CH2:20]3)=[O:51])[O:40][C:41]=2[C:42]2[CH:43]=[C:44]([C:48]#[N:49])[CH:45]=[CH:46][CH:47]=2)[CH:33]=[C:34]([F:36])[CH:35]=1. Given the reactants ClC1C=C(C2C=[C:10]([C:20]([N:22]3[CH2:27][CH2:26]NC(=O)C3)=O)[O:11]C=2C2C=CC(F)=CC=2)C=CC=1.[Cl:29][C:30]1[CH:31]=[C:32]([C:37]2[CH:38]=[C:39]([C:50](O)=[O:51])[O:40][C:41]=2[C:42]2[CH:47]=[CH:46][CH:45]=[C:44]([C:48]#[N:49])[CH:43]=2)[CH:33]=[C:34]([F:36])[CH:35]=1.N1CC[C@@H](O)C1, predict the reaction product. (4) Given the reactants [CH:1](=O)[C:2]1[CH:7]=[CH:6][CH:5]=[CH:4][CH:3]=1.[NH2:9][CH2:10][C:11]1[O:15][N:14]=[C:13]([C:16]2[CH:21]=[CH:20][CH:19]=[CH:18][N:17]=2)[CH:12]=1, predict the reaction product. The product is: [N:17]1[CH:18]=[CH:19][CH:20]=[CH:21][C:16]=1[C:13]1[CH:12]=[C:11]([CH2:10]/[N:9]=[CH:1]/[C:2]2[CH:7]=[CH:6][CH:5]=[CH:4][CH:3]=2)[O:15][N:14]=1. (5) Given the reactants [Cl:1][C:2]1[CH:3]=[C:4]([S:8]([NH:11][C:12]2[CH:20]=[CH:19][C:15]([C:16]([OH:18])=[O:17])=[C:14]([OH:21])[CH:13]=2)(=[O:10])=[O:9])[S:5][C:6]=1[Cl:7].Cl[CH2:23][C:24]([NH2:26])=[O:25].C([O-])(O)=O.[Na+].[Na+].[I-], predict the reaction product. The product is: [Cl:1][C:2]1[CH:3]=[C:4]([S:8]([NH:11][C:12]2[CH:20]=[CH:19][C:15]([C:16]([O:18][CH2:23][C:24]([NH2:26])=[O:25])=[O:17])=[C:14]([OH:21])[CH:13]=2)(=[O:9])=[O:10])[S:5][C:6]=1[Cl:7]. (6) Given the reactants [Cl:1][C:2]1[N:9]=[C:8]([Cl:10])[CH:7]=[CH:6][C:3]=1[CH:4]=O.[NH2:11][CH2:12][CH:13]([OH:19])[CH2:14][O:15][CH:16]([CH3:18])[CH3:17].C(O)(=O)C.C([BH3-])#N.[Na+], predict the reaction product. The product is: [Cl:1][C:2]1[C:3]([CH2:4][NH:11][CH2:12][CH:13]([OH:19])[CH2:14][O:15][CH:16]([CH3:18])[CH3:17])=[CH:6][CH:7]=[C:8]([Cl:10])[N:9]=1. (7) Given the reactants I[C:2]1[CH:16]=[CH:15][C:5]([O:6][CH:7]2[CH:12]3[CH2:13][CH2:14][N:9]([CH2:10][CH2:11]3)[CH2:8]2)=[CH:4][CH:3]=1.[NH2:17][C:18]1[CH:19]=[C:20](B(O)O)[CH:21]=[CH:22][CH:23]=1, predict the reaction product. The product is: [N:9]12[CH2:14][CH2:13][CH:12]([CH2:11][CH2:10]1)[C@@H:7]([O:6][C:5]1[CH:15]=[CH:16][C:2]([C:22]3[CH:21]=[CH:20][CH:19]=[C:18]([NH2:17])[CH:23]=3)=[CH:3][CH:4]=1)[CH2:8]2. (8) Given the reactants [F:1][B-:2]([F:5])([F:4])[F:3].[CH:6]([C:9]1[CH:14]=[CH:13][CH:12]=[CH:11][C:10]=1[N+:15]1[CH:20]=[CH:19][C:18]([C:21]2[CH:26]=[CH:25][N:24]=[CH:23][CH:22]=2)=[CH:17][CH:16]=1)([CH3:8])[CH3:7].[F:27][C:28]([F:52])([F:51])[S:29]([O:32][CH2:33][CH:34]([CH2:44][C:45]1[CH:50]=[CH:49][CH:48]=[CH:47][CH:46]=1)[CH2:35]OS(C(F)(F)F)(=O)=O)(=[O:31])=[O:30], predict the reaction product. The product is: [F:1][B-:2]([F:5])([F:4])[F:3].[F:1][B-:2]([F:5])([F:4])[F:3].[O-:32][S:29]([C:28]([F:52])([F:51])[F:27])(=[O:31])=[O:30].[O-:32][S:29]([C:28]([F:52])([F:51])[F:27])(=[O:31])=[O:30].[CH2:44]([CH:34]([CH2:35][N+:24]1[CH:25]=[CH:26][C:21]([C:18]2[CH:17]=[CH:16][N+:15]([C:10]3[CH:11]=[CH:12][CH:13]=[CH:14][C:9]=3[CH:6]([CH3:8])[CH3:7])=[CH:20][CH:19]=2)=[CH:22][CH:23]=1)[CH2:33][N+:24]1[CH:23]=[CH:22][C:21]([C:18]2[CH:17]=[CH:16][N+:15]([C:10]3[CH:11]=[CH:12][CH:13]=[CH:14][C:9]=3[CH:6]([CH3:8])[CH3:7])=[CH:20][CH:19]=2)=[CH:26][CH:25]=1)[C:45]1[CH:50]=[CH:49][CH:48]=[CH:47][CH:46]=1. (9) Given the reactants [C:1]([N:4]1[C:13]2[C:8](=[CH:9][C:10]([NH:14][CH:15]3[CH2:20][CH2:19][N:18](C(OC(C)(C)C)=O)[CH2:17][CH2:16]3)=[CH:11][CH:12]=2)[C@H:7]([NH:28][C:29]2[CH:34]=[CH:33][CH:32]=[CH:31][CH:30]=2)[C@@H:6]([CH3:35])[C@@H:5]1[CH3:36])(=[O:3])[CH3:2].Cl.O1CCOCC1, predict the reaction product. The product is: [CH3:36][C@H:5]1[C@H:6]([CH3:35])[C@@H:7]([NH:28][C:29]2[CH:34]=[CH:33][CH:32]=[CH:31][CH:30]=2)[C:8]2[C:13](=[CH:12][CH:11]=[C:10]([NH:14][CH:15]3[CH2:20][CH2:19][NH:18][CH2:17][CH2:16]3)[CH:9]=2)[N:4]1[C:1](=[O:3])[CH3:2].